This data is from Full USPTO retrosynthesis dataset with 1.9M reactions from patents (1976-2016). The task is: Predict the reactants needed to synthesize the given product. (1) Given the product [Cl:1][C:2]1[C:7]([CH3:8])=[CH:6][C:5]([S:9]([NH:12][C:13]2[CH:14]=[C:15]([C:19]3[CH:24]=[CH:23][C:22]([CH2:25][N:33]4[CH2:34][CH2:35][C@H:36]([OH:37])[C@H:32]4[C:30]([OH:29])=[O:31])=[CH:21][CH:20]=3)[CH:16]=[CH:17][CH:18]=2)(=[O:11])=[O:10])=[C:4]([CH3:27])[CH:3]=1, predict the reactants needed to synthesize it. The reactants are: [Cl:1][C:2]1[C:7]([CH3:8])=[CH:6][C:5]([S:9]([NH:12][C:13]2[CH:14]=[C:15]([C:19]3[CH:24]=[CH:23][C:22]([CH:25]=O)=[CH:21][CH:20]=3)[CH:16]=[CH:17][CH:18]=2)(=[O:11])=[O:10])=[C:4]([CH3:27])[CH:3]=1.C[O:29][C:30]([C@@H:32]1[C@@H:36]([OH:37])[CH2:35][CH2:34][NH:33]1)=[O:31]. (2) Given the product [N:18]1[CH:19]=[CH:20][CH:21]=[CH:22][C:17]=1[CH2:16][O:15][C:12]1[CH:13]=[CH:14][C:9]([CH2:8][OH:7])=[CH:10][CH:11]=1, predict the reactants needed to synthesize it. The reactants are: C1COCC1.C[O:7][C:8](=O)[C:9]1[CH:14]=[CH:13][C:12]([O:15][CH2:16][C:17]2[CH:22]=[CH:21][CH:20]=[CH:19][N:18]=2)=[CH:11][CH:10]=1.[H-].[H-].[H-].[H-].[Li+].[Al+3]. (3) Given the product [CH3:20][C:19]1[O:18][C:17]([C:21]2[CH:26]=[CH:25][CH:24]=[CH:23][CH:22]=2)=[N:16][C:15]=1[CH2:14][O:13][C:12]1[CH:27]=[CH:28][C:9]2[C:1]([C:2]3[CH:3]=[CH:4][CH:5]=[CH:6][CH:7]=3)=[C:31]([C:32]([O:34][CH3:35])=[O:33])[O:29][C:10]=2[CH:11]=1, predict the reactants needed to synthesize it. The reactants are: [C:1]([C:9]1[CH:28]=[CH:27][C:12]([O:13][CH2:14][C:15]2[N:16]=[C:17]([C:21]3[CH:26]=[CH:25][CH:24]=[CH:23][CH:22]=3)[O:18][C:19]=2[CH3:20])=[CH:11][C:10]=1[OH:29])(=O)[C:2]1[CH:7]=[CH:6][CH:5]=[CH:4][CH:3]=1.Br[CH2:31][C:32]([O:34][CH3:35])=[O:33].C(=O)([O-])[O-].[K+].[K+].CN(C)C=O. (4) Given the product [F:1][C:2]1[CH:10]=[C:9]2[C:5]([C:6]([C:11]3[CH:12]=[CH:13][C:14]([NH:17][C:31]([CH:28]4[CH2:29][CH2:30][N:25]([C:23]([O:22][C:18]([CH3:21])([CH3:20])[CH3:19])=[O:24])[CH2:26][CH2:27]4)=[O:32])=[N:15][CH:16]=3)=[CH:7][NH:8]2)=[CH:4][CH:3]=1, predict the reactants needed to synthesize it. The reactants are: [F:1][C:2]1[CH:10]=[C:9]2[C:5]([C:6]([C:11]3[CH:12]=[CH:13][C:14]([NH2:17])=[N:15][CH:16]=3)=[CH:7][NH:8]2)=[CH:4][CH:3]=1.[C:18]([O:22][C:23]([N:25]1[CH2:30][CH2:29][CH:28]([C:31](O)=[O:32])[CH2:27][CH2:26]1)=[O:24])([CH3:21])([CH3:20])[CH3:19]. (5) Given the product [Cl:9][C:10]1[N:11]=[C:12]([NH:1][C:2]2[CH:7]=[C:6]([CH3:8])[CH:5]=[CH:4][N:3]=2)[C:13]2[N:18]([CH2:19][CH2:20][O:21][CH2:22][CH3:23])[N:17]=[C:16]([CH2:24][CH3:25])[C:14]=2[N:15]=1, predict the reactants needed to synthesize it. The reactants are: [NH2:1][C:2]1[CH:7]=[C:6]([CH3:8])[CH:5]=[CH:4][N:3]=1.[Cl:9][C:10]1[N:11]=[C:12](Cl)[C:13]2[N:18]([CH2:19][CH2:20][O:21][CH2:22][CH3:23])[N:17]=[C:16]([CH2:24][CH3:25])[C:14]=2[N:15]=1.[Li]N([Si](C)(C)C)[Si](C)(C)C.C(O)(=O)CC(CC(O)=O)(C(O)=O)O. (6) Given the product [NH2:8][C@H:9]1[CH2:10][CH2:11][C@H:12]([C:15]2[N:16]=[CH:17][C:18]([OH:21])=[CH:19][CH:20]=2)[CH2:13][CH2:14]1, predict the reactants needed to synthesize it. The reactants are: C([NH:8][C@H:9]1[CH2:14][CH2:13][C@H:12]([C:15]2[CH:20]=[CH:19][C:18]([O:21]CC3C=CC=CC=3)=[CH:17][N:16]=2)[CH2:11][CH2:10]1)C1C=CC=CC=1. (7) Given the product [F:14][C:15]([F:22])([F:21])[C:16]([NH:1][C@H:2]1[CH2:6][CH2:5][N:4]([C:7]([O:9][C:10]([CH3:13])([CH3:12])[CH3:11])=[O:8])[CH2:3]1)=[O:17], predict the reactants needed to synthesize it. The reactants are: [NH2:1][C@H:2]1[CH2:6][CH2:5][N:4]([C:7]([O:9][C:10]([CH3:13])([CH3:12])[CH3:11])=[O:8])[CH2:3]1.[F:14][C:15]([F:22])([F:21])[C:16](OCC)=[O:17]. (8) Given the product [Cl:1][C:2]1[CH:10]=[CH:9][C:5]([C:6]([NH:26][C:27]2[CH:32]=[CH:31][C:30]([Cl:33])=[CH:29][N:28]=2)=[O:8])=[C:4]([N+:11]([O-:13])=[O:12])[CH:3]=1, predict the reactants needed to synthesize it. The reactants are: [Cl:1][C:2]1[CH:10]=[CH:9][C:5]([C:6]([OH:8])=O)=[C:4]([N+:11]([O-:13])=[O:12])[CH:3]=1.C(Cl)(=O)C(Cl)=O.N1C=CC=CC=1.[NH2:26][C:27]1[CH:32]=[CH:31][C:30]([Cl:33])=[CH:29][N:28]=1.